From a dataset of Full USPTO retrosynthesis dataset with 1.9M reactions from patents (1976-2016). Predict the reactants needed to synthesize the given product. Given the product [CH2:1]([O:8][C:9]1[CH:16]=[CH:15][C:14]([O:17][CH2:18][CH3:19])=[CH:13][C:10]=1[CH:11]=[O:12])[C:2]1[CH:3]=[CH:4][CH:5]=[CH:6][CH:7]=1, predict the reactants needed to synthesize it. The reactants are: [CH2:1]([O:8][C:9]1[CH:16]=[CH:15][C:14]([OH:17])=[CH:13][C:10]=1[CH:11]=[O:12])[C:2]1[CH:7]=[CH:6][CH:5]=[CH:4][CH:3]=1.[CH2:18](I)[CH3:19].C(=O)([O-])[O-].[K+].[K+].CN(C)C=O.